This data is from Peptide-MHC class I binding affinity with 185,985 pairs from IEDB/IMGT. The task is: Regression. Given a peptide amino acid sequence and an MHC pseudo amino acid sequence, predict their binding affinity value. This is MHC class I binding data. (1) The peptide sequence is EVAEKDAMY. The MHC is HLA-A30:01 with pseudo-sequence HLA-A30:01. The binding affinity (normalized) is 0.0847. (2) The peptide sequence is MPEWVNFKF. The MHC is HLA-B51:01 with pseudo-sequence HLA-B51:01. The binding affinity (normalized) is 0.0827.